Dataset: Reaction yield outcomes from USPTO patents with 853,638 reactions. Task: Predict the reaction yield, written as a fraction of the theoretical maximum amount of product (1.0 means a 100% yield; for example, 0.34 means a 34% yield). The reactants are [F:1][C:2]1[CH:7]=[CH:6][C:5]([C:8]2[C:9]([C:26]3[CH:31]=[CH:30][CH:29]=[CH:28][CH:27]=3)=[C:10]([C:14]([CH:16]([C:18]3[CH:23]=[CH:22][C:21]([CH3:24])=[C:20]([F:25])[CH:19]=3)[OH:17])=[O:15])[CH:11]=[CH:12][CH:13]=2)=[CH:4][CH:3]=1.[Bi]=O. The catalyst is C(O)(=O)C. The product is [F:1][C:2]1[CH:7]=[CH:6][C:5]([C:8]2[C:9]([C:26]3[CH:27]=[CH:28][CH:29]=[CH:30][CH:31]=3)=[C:10]([C:14]([C:16]([C:18]3[CH:23]=[CH:22][C:21]([CH3:24])=[C:20]([F:25])[CH:19]=3)=[O:17])=[O:15])[CH:11]=[CH:12][CH:13]=2)=[CH:4][CH:3]=1. The yield is 0.950.